Binary Classification. Given a miRNA mature sequence and a target amino acid sequence, predict their likelihood of interaction. From a dataset of Experimentally validated miRNA-target interactions with 360,000+ pairs, plus equal number of negative samples. (1) The miRNA is hsa-miR-6733-5p with sequence UGGGAAAGACAAACUCAGAGUU. The protein sequence of the target gene is MKGRGMLVLLLHAVVLGLPSAWAVGACARACPAACACSTVERGCSVRCDRAGLLRVPAELPCEAVSIDLDRNGLRFLGERAFGTLPSLRRLSLRHNNLSFITPGAFKGLPRLAELRLAHNGDLRYLHARTFAALSRLRRLDLAACRLFSVPERLLAELPALRELAAFDNLFRRVPGALRGLANLTHAHLERGRIEAVASSSLQGLRRLRSLSLQANRVRAVHAGAFGDCGVLEHLLLNDNLLAELPADAFRGLRRLRTLNLGGNALDRVARAWFADLAELELLYLDRNSIAFVEEGAFQN.... Result: 0 (no interaction). (2) The miRNA is hsa-miR-6131 with sequence GGCUGGUCAGAUGGGAGUG. The protein sequence of the target gene is MGDVEKGKKIFIMKCSQCHTVEKGGKHKTGPNLHGLFGRKTGQAPGYSYTAANKNKGIIWGEDTLMEYLENPKKYIPGTKMIFVGIKKKEERADLIAYLKKATNE. Result: 1 (interaction). (3) The miRNA is hsa-miR-6811-3p with sequence AGCCUGUGCUUGUCCCUGCAG. The protein sequence of the target gene is MAAAAAALSGAGTPPAGGGAGGGGAGGGGSPPGGWAVARLEGREFEYLMKKRSVTIGRNSSQGSVDVSMGHSSFISRRHLEIFTPPGGGGHGGAAPELPPAQPRPDAGGDFYLRCLGKNGVFVDGVFQRRGAPPLQLPRVCTFRFPSTNIKITFTALSSEKREKQEASESPVKAVQPHISPLTINIPDTMAHLISPLPSPTGTISAANSCPSSPRGAGSSGYKVGRVMPSDLNLMADNSQPENEKEASGGDSPKDDSKPPYSYAQLIVQAITMAPDKQLTLNGIYTHITKNYPYYRTADK.... Result: 1 (interaction). (4) The miRNA is hsa-miR-6811-3p with sequence AGCCUGUGCUUGUCCCUGCAG. The protein sequence of the target gene is MEGSGKLAMVEDAVEYHLFLIPDKARGTEEHREILQKYIERIMTQFAPILVPYIWQNQPFNLKYKPAKGGVPAHMYGMTKFGDNIEDEWFIVYVIKQITKEFPELVARVEDNDGEFLLIEAADFLPKWLDPDNSANRVFFHHGELCIIPVPRKSERIPWLPMTPPTIQQALSIISAHPEAVLASESIQAAVDRRVSGYPERVEASLHRAHCFLPAGIVAVLKQQPRLLSAAVQAFYLRDPIDLRACRVFKTFLPETRIMASVTFTKCLYAQLVQQKFVPDRRSGYGLPPPSHPQYRAYEL.... Result: 0 (no interaction). (5) The miRNA is hsa-miR-380-5p with sequence UGGUUGACCAUAGAACAUGCGC. The protein sequence of the target gene is MAHIPSGGAPAAGAAPMGPQYCVCKVELSVSGQNLLDRDVTSKSDPFCVLFTENNGRWIEYDRTETAINNLNPAFSKKFVLDYHFEEVQKLKFALFDQDKSSMRLDEHDFLGQFSCSLGTIVSSKKITRPLLLLNDKPAGKGLITIAAQELSDNRVITLSLAGRRLDKKDLFGKSDPFLEFYKPGDDGKWMLVHRTEVIKYTLDPVWKPFTVPLVSLCDGDMEKPIQVMCYDYDNDGGHDFIGEFQTSVSQMCEARDSVPLEFECINPKKQRKKKNYKNSGIIILRSCKINRDYSFLDYI.... Result: 0 (no interaction). (6) The miRNA is mmu-miR-486b-3p with sequence CGGGGCAGCUCAGUACAGGA. The protein sequence of the target gene is MALQDVCKWQTPDTPRPSIHLPQAGGWAVPRGCDPQTFLQIHGPRLAHGTTTLAFRFRHGVIAAADTRSSCGSYVACPASRKVIPVHQRLLGTTSGTSADCATWYRVLRRELRLRELREGQLPSVAGTAKLLAAMMSCYRGLDLCVATALCGWDHSGPALFYVYSDGTCLQGDIFSVGSGSPYAYGVLDRGYHYDMTIQEAYTLARCAVAHATHRDAYSGGSVDLFHVRESGWEYVSRSDACVLYRELQKARSLEQELEAKACGIYPEPATPQGARECKELFVEQEEVTPEDCAIIMKTE.... Result: 0 (no interaction). (7) The miRNA is hsa-miR-199b-5p with sequence CCCAGUGUUUAGACUAUCUGUUC. The protein sequence of the target gene is MLSAFQRLFRVLFVIETVSEYGVLIFIYGWPFLQTLAMLLIGTVSFHLWIRRNRERNSRSGKTRCRSKRSEQSMDMGTSALSKKPWWTLPQNFHAPMVFHMEEDQEELIFGHGDTYLRCIEVHSHTLIQLESWFTATGQTRVTVVGPHRARQWLLHMFCCVGSQDSYHHARGLEMLERVRSQPLTNDDLVTSISVPPYTGDLSLAPRISGTVCLSVPQPSPYQVIGCSGFHLSSLYP. Result: 0 (no interaction). (8) The miRNA is hsa-miR-484 with sequence UCAGGCUCAGUCCCCUCCCGAU. The protein sequence of the target gene is MAAAGSRKRRLAELTVDEFLASGFDSESESESENSPQAETREAREAARSPDKPGGSPSASRRKGRASEHKDQLSRLKDRDPEFYKFLQENDQSLLNFSDSDSSEEEEGPFHSLPDVLEEASEEEDGAEEGEDGDRVPRGLKGKKNSVPVTVAMVERWKQAAKQRLTPKLFHEVVQAFRAAVATTRGDQESAEANKFQVTDSAAFNALVTFCIRDLIGCLQKLLFGKVAKDSSRMLQPSSSPLWGKLRVDIKAYLGSAIQLVSCLSETTVLAAVLRHISVLVPCFLTFPKQCRMLLKRMVI.... Result: 1 (interaction). (9) The miRNA is mmu-miR-760-3p with sequence CGGCUCUGGGUCUGUGGGGA. The protein sequence of the target gene is MGCCGCSEGCGSGCGGCGSGCGGCGSGCGGCGSSCCVPVCCCKPVCCCVPACSCSSCGSCGGSKGGCGSCGGSKGGCGSCGGSKGGCGSCGCSQCSCYKPCCCSSGCGSSCCQSSCCKPCCCQSSCCKPCCCSSGCGSSCCQSSCCNPCCSQSSCCVPVCCQCKI. Result: 0 (no interaction). (10) The miRNA is bta-miR-205 with sequence UCCUUCAUUCCACCGGAGUCUG. Result: 0 (no interaction). The protein sequence of the target gene is MGHNGSWISPNASEPHNASGAEAAGVNRSALGEFGEAQLYRQFTTTVQVVIFIGSLLGNFMVLWSTCRTTVFKSVTNRFIKNLACSGICASLVCVPFDIILSTSPHCCWWIYTMLFCKVVKFLHKVFCSVTILSFPAIALDRYYSVLYPLERKISDAKSRELVMYIWAHAVVASVPVFAVTNVADIYATSTCTEVWSNSLGHLVYVLVYNITTVIVPVVVVFLFLILIRRALSASQKKKVIIAALRTPQNTISIPYASQREAELHATLLSMVMVFILCSVPYATLVVYQTVLNVPDTSVF....